From a dataset of Reaction yield outcomes from USPTO patents with 853,638 reactions. Predict the reaction yield, written as a fraction of the theoretical maximum amount of product (1.0 means a 100% yield; for example, 0.34 means a 34% yield). (1) The reactants are C([O:3][C:4]([C:6]1[NH:7][C:8]2[C:13]([CH:14]=1)=[CH:12][C:11]([Cl:15])=[CH:10][C:9]=2[CH2:16][N:17]([CH3:19])[CH3:18])=[O:5])C.O[Li].O.Cl. The catalyst is C1COCC1.CCO.O. The product is [Cl:15][C:11]1[CH:12]=[C:13]2[C:8](=[C:9]([CH2:16][N:17]([CH3:18])[CH3:19])[CH:10]=1)[NH:7][C:6]([C:4]([OH:5])=[O:3])=[CH:14]2. The yield is 0.420. (2) The reactants are CC(C[AlH]CC(C)C)C.[Cl:10][C:11]1[C:12]([C:21]2[CH:22]=[N:23][C:24]([C:27]([F:30])([F:29])[F:28])=[CH:25][CH:26]=2)=[CH:13][C:14]([C:17](OC)=[O:18])=[N:15][CH:16]=1. The catalyst is ClCCl. The product is [Cl:10][C:11]1[C:12]([C:21]2[CH:22]=[N:23][C:24]([C:27]([F:29])([F:28])[F:30])=[CH:25][CH:26]=2)=[CH:13][C:14]([CH2:17][OH:18])=[N:15][CH:16]=1. The yield is 0.920. (3) The yield is 0.830. The catalyst is C(=O)([O-])[O-].[Na+].[Na+].C(O)C.C1(C)C=CC=CC=1.C(OCC)(=O)C.C1C=CC([P]([Pd]([P](C2C=CC=CC=2)(C2C=CC=CC=2)C2C=CC=CC=2)([P](C2C=CC=CC=2)(C2C=CC=CC=2)C2C=CC=CC=2)[P](C2C=CC=CC=2)(C2C=CC=CC=2)C2C=CC=CC=2)(C2C=CC=CC=2)C2C=CC=CC=2)=CC=1. The reactants are Br[C:2]1[C:7]([CH3:8])=[CH:6][C:5]([OH:9])=[CH:4][C:3]=1[CH3:10].[CH:11]([C:13]1[CH:14]=[C:15](B(O)O)[CH:16]=[CH:17][CH:18]=1)=[O:12].O. The product is [OH:9][C:5]1[CH:6]=[C:7]([CH3:8])[C:2]([C:17]2[CH:16]=[CH:15][CH:14]=[C:13]([CH:11]=[O:12])[CH:18]=2)=[C:3]([CH3:10])[CH:4]=1.